From a dataset of Full USPTO retrosynthesis dataset with 1.9M reactions from patents (1976-2016). Predict the reactants needed to synthesize the given product. (1) Given the product [Br:1][C:2]1[CH:18]=[CH:17][C:5]2[N:6]=[C:7]([C:9]3[CH:10]=[C:11]([OH:15])[CH:12]=[CH:13][CH:14]=3)[O:8][C:4]=2[CH:3]=1, predict the reactants needed to synthesize it. The reactants are: [Br:1][C:2]1[CH:18]=[CH:17][C:5]2[N:6]=[C:7]([C:9]3[CH:14]=[CH:13][CH:12]=[C:11]([O:15]C)[CH:10]=3)[O:8][C:4]=2[CH:3]=1.B(Br)(Br)Br.O. (2) Given the product [F:1][C:2]1[CH:8]=[C:6]2[C:5]([CH:9]=[N:13][NH:7]2)=[C:4]([N+:10]([O-:12])=[O:11])[CH:3]=1, predict the reactants needed to synthesize it. The reactants are: [F:1][C:2]1[CH:3]=[C:4]([N+:10]([O-:12])=[O:11])[C:5]([CH3:9])=[C:6]([CH:8]=1)[NH2:7].[N:13]([O-])=O.[Na+]. (3) Given the product [CH3:1][C:2]1[CH:7]=[C:6]([Cl:8])[CH:5]=[CH:4][C:3]=1[O:9][CH2:10][C:11]([O-:13])=[O:12].[K+:15], predict the reactants needed to synthesize it. The reactants are: [CH3:1][C:2]1[CH:7]=[C:6]([Cl:8])[CH:5]=[CH:4][C:3]=1[O:9][CH2:10][C:11]([OH:13])=[O:12].[OH-].[K+:15]. (4) Given the product [CH3:1][C:2]1[C@@H:19]([O:20][C:21]([C@H:23]([OH:40])[C@@H:24]([NH:31][C:32]([C:34]2[CH:39]=[CH:38][CH:37]=[CH:36][CH:35]=2)=[O:33])[C:25]2[CH:26]=[CH:27][CH:28]=[CH:29][CH:30]=2)=[O:22])[CH2:18][C@:14]2([OH:41])[C:15]([CH3:16])([CH3:17])[C:3]=1[C@@H:4]([O:59][C:60]([CH3:62])=[O:61])[C:5]([C@@:7]1([CH3:58])[C@H:12]([C@@H:13]2[O:42][C:43]([C:45]2[CH:50]=[CH:49][CH:48]=[CH:47][CH:46]=2)=[O:44])[C@:11]2([O:53][C:54]([CH3:56])=[O:55])[CH2:51][O:52][C@@H:10]2[CH2:9][C@@H:8]1[OH:57])=[O:6].[CH3:63][C@@H:64]([C@@H:70]1[C@@:74]2([CH3:91])[C@@H:75]([OH:90])[CH2:76][C@@H:77]3[C@@:82]4([CH3:88])[CH2:83][CH2:84][C@@H:85]([OH:87])[CH2:86][C@H:81]4[CH2:80][C@@H:79]([OH:89])[C@H:78]3[C@@H:73]2[CH2:72][CH2:71]1)[CH2:65][CH2:66][C:67]([OH:69])=[O:68], predict the reactants needed to synthesize it. The reactants are: [CH3:1][C:2]1[C@@H:19]([O:20][C:21]([C@H:23]([OH:40])[C@@H:24]([NH:31][C:32]([C:34]2[CH:35]=[CH:36][CH:37]=[CH:38][CH:39]=2)=[O:33])[C:25]2[CH:26]=[CH:27][CH:28]=[CH:29][CH:30]=2)=[O:22])[CH2:18][C@:14]2([OH:41])[C:15]([CH3:17])([CH3:16])[C:3]=1[C@@H:4]([O:59][C:60]([CH3:62])=[O:61])[C:5]([C@@:7]1([CH3:58])[C@H:12]([C@@H:13]2[O:42][C:43]([C:45]2[CH:46]=[CH:47][CH:48]=[CH:49][CH:50]=2)=[O:44])[C@:11]2([O:53][C:54]([CH3:56])=[O:55])[CH2:51][O:52][C@@H:10]2[CH2:9][C@@H:8]1[OH:57])=[O:6].[CH3:63][C@@H:64]([C@@H:70]1[C@@:74]2([CH3:91])[C@@H:75]([OH:90])[CH2:76][C@@H:77]3[C@@:82]4([CH3:88])[CH2:83][CH2:84][C@@H:85]([OH:87])[CH2:86][C@H:81]4[CH2:80][C@@H:79]([OH:89])[C@H:78]3[C@@H:73]2[CH2:72][CH2:71]1)[CH2:65][CH2:66][C:67]([OH:69])=[O:68].